The task is: Predict the reactants needed to synthesize the given product.. This data is from Full USPTO retrosynthesis dataset with 1.9M reactions from patents (1976-2016). (1) Given the product [CH3:41][O:42][C:43](=[O:55])[C:44]1[CH:45]=[C:46]([O:51][CH2:52][O:53][CH3:54])[CH:47]=[C:48]([O:50][C:8]2[CH:9]=[CH:10][C:5]([S:2]([CH3:1])(=[O:4])=[O:3])=[CH:6][CH:7]=2)[CH:49]=1, predict the reactants needed to synthesize it. The reactants are: [CH3:1][S:2]([C:5]1[CH:10]=[CH:9][C:8](Br)=[CH:7][CH:6]=1)(=[O:4])=[O:3].C(P(C(C)(C)C)C1C=CC=CC=1C1C=CC=CC=1)(C)(C)C.P([O-])([O-])([O-])=O.[K+].[K+].[K+].[CH3:41][O:42][C:43](=[O:55])[C:44]1[CH:49]=[C:48]([OH:50])[CH:47]=[C:46]([O:51][CH2:52][O:53][CH3:54])[CH:45]=1. (2) Given the product [CH:36]1(/[C:34](/[CH3:35])=[CH:33]\[N:6]2[C:7]3[CH:8]=[CH:9][C:10]([CH3:13])=[CH:11][C:12]=3[C:4]3[CH2:3][N:2]([CH3:1])[CH2:15][CH2:14][C:5]2=3)[CH2:41][CH2:40][CH2:39][CH2:38][CH2:37]1, predict the reactants needed to synthesize it. The reactants are: [CH3:1][N:2]1[CH2:15][CH2:14][C:5]2[NH:6][C:7]3[CH:8]=[CH:9][C:10]([CH3:13])=[CH:11][C:12]=3[C:4]=2[CH2:3]1.P([O-])([O-])([O-])=O.[K+].[K+].[K+].N1CCC[C@H]1C(O)=O.Br[CH:33]=[C:34]([CH:36]1[CH2:41][CH2:40][CH2:39][CH2:38][CH2:37]1)[CH3:35]. (3) Given the product [OH:1][CH2:2][C@@H:3]1[C@H:7]([C:8]2[S:9][CH:10]=[CH:11][N:12]=2)[N:6]([C:14](=[O:27])[C:15]2[CH:20]=[CH:19][C:18]([C:21]([CH3:23])([CH3:24])[CH3:22])=[C:17]([O:25][CH3:26])[CH:16]=2)[C@:5]([CH2:35][C:36]2[N:37]=[CH:38][S:39][CH:40]=2)([C:28]([O:30][C:31]([CH3:32])([CH3:33])[CH3:34])=[O:29])[CH2:4]1, predict the reactants needed to synthesize it. The reactants are: [OH:1][CH2:2][C@@H:3]1[C@H:7]([C:8]2[S:9][C:10](C)=[CH:11][N:12]=2)[N:6]([C:14](=[O:27])[C:15]2[CH:20]=[CH:19][C:18]([C:21]([CH3:24])([CH3:23])[CH3:22])=[C:17]([O:25][CH3:26])[CH:16]=2)[C@:5]([CH2:35][C:36]2[N:37]=[CH:38][S:39][CH:40]=2)([C:28]([O:30][C:31]([CH3:34])([CH3:33])[CH3:32])=[O:29])[CH2:4]1.